Dataset: Reaction yield outcomes from USPTO patents with 853,638 reactions. Task: Predict the reaction yield, written as a fraction of the theoretical maximum amount of product (1.0 means a 100% yield; for example, 0.34 means a 34% yield). (1) The reactants are [Br:1][C:2]1[CH:7]=[CH:6][C:5]([C:8]2[C:9]3[C:14]([CH:15]=[C:16]4[C:21]=2[CH:20]=[CH:19][CH:18]=[CH:17]4)=[CH:13][CH:12]=[CH:11][CH:10]=3)=[CH:4][CH:3]=1.C1C(=O)N([Br:29])C(=O)C1. The yield is 0.770. The product is [Br:29][C:15]1[C:16]2[C:21]([C:8]([C:5]3[CH:6]=[CH:7][C:2]([Br:1])=[CH:3][CH:4]=3)=[C:9]3[C:14]=1[CH:13]=[CH:12][CH:11]=[CH:10]3)=[CH:20][CH:19]=[CH:18][CH:17]=2. The catalyst is CN(C)C=O.O. (2) The reactants are [N+:1]([C:4]1[C:13]2[C:8](=[CH:9][CH:10]=[CH:11][CH:12]=2)[C:7]([OH:14])=[CH:6][CH:5]=1)([O-:3])=[O:2].Cl.Cl[CH2:17][CH2:18][N:19]1[CH2:24][CH2:23][O:22][CH2:21][CH2:20]1.[OH-].[Na+].C([O-])([O-])=O.[K+].[K+]. The catalyst is CN1C(=O)CCC1.O. The product is [N:19]1([CH2:18][CH2:17][O:14][C:7]2[C:8]3[C:13](=[CH:12][CH:11]=[CH:10][CH:9]=3)[C:4]([N+:1]([O-:3])=[O:2])=[CH:5][CH:6]=2)[CH2:24][CH2:23][O:22][CH2:21][CH2:20]1. The yield is 0.720.